Dataset: Peptide-MHC class I binding affinity with 185,985 pairs from IEDB/IMGT. Task: Regression. Given a peptide amino acid sequence and an MHC pseudo amino acid sequence, predict their binding affinity value. This is MHC class I binding data. (1) The peptide sequence is DEEAINLFH. The MHC is HLA-A80:01 with pseudo-sequence HLA-A80:01. The binding affinity (normalized) is 0.0847. (2) The binding affinity (normalized) is 0.0847. The peptide sequence is DTVNRTHQY. The MHC is HLA-A03:01 with pseudo-sequence HLA-A03:01. (3) The peptide sequence is TQIQTRRSF. The MHC is HLA-A02:01 with pseudo-sequence HLA-A02:01. The binding affinity (normalized) is 0.0847. (4) The peptide sequence is SRWAISHWL. The MHC is HLA-A26:03 with pseudo-sequence HLA-A26:03. The binding affinity (normalized) is 0.0847. (5) The peptide sequence is CAEHGEHHIRI. The MHC is Patr-B0101 with pseudo-sequence Patr-B0101. The binding affinity (normalized) is 0.470.